Predict which catalyst facilitates the given reaction. From a dataset of Catalyst prediction with 721,799 reactions and 888 catalyst types from USPTO. (1) The catalyst class is: 14. Reactant: [N:1]1([C:7]([O:9][C:10]([CH3:13])([CH3:12])[CH3:11])=[O:8])[CH2:6][CH2:5][NH:4][CH2:3][CH2:2]1.BrC[C:16]1[CH:17]=[C:18]([CH:21]=[CH:22][CH:23]=1)[C:19]#[N:20].[C:24]([O-])([O-])=O.[K+].[K+]. Product: [C:19]([C:18]1[CH:17]=[CH:16][C:23]([CH2:24][N:4]2[CH2:5][CH2:6][N:1]([C:7]([O:9][C:10]([CH3:13])([CH3:12])[CH3:11])=[O:8])[CH2:2][CH2:3]2)=[CH:22][CH:21]=1)#[N:20]. (2) The catalyst class is: 140. Product: [CH3:23][C:24]([CH3:27])([CH3:26])[CH2:25][C:2]1[CH:21]=[CH:20][C:5]2[NH:6][C:7]([C@@H:9]([NH2:12])[CH2:10][CH3:11])=[N:8][C:4]=2[CH:3]=1. Reactant: Br[C:2]1[CH:21]=[CH:20][C:5]2[NH:6][C:7]([C@@H:9]([NH:12]C(=O)OC(C)(C)C)[CH2:10][CH3:11])=[N:8][C:4]=2[CH:3]=1.[Br-].[CH2:23]([Zn+])[C:24]([CH3:27])([CH3:26])[CH3:25].O1CCCC1.FC(F)(F)C(O)=O. (3) Reactant: [C:1](/[CH:3]=[CH:4]/[S:5]([C:8]1[CH:13]=[CH:12][C:11]([C:14]([CH3:19])([CH3:18])[C:15]([OH:17])=O)=[CH:10][CH:9]=1)(=[O:7])=[O:6])#[N:2].[NH:20]1[CH2:25][CH2:24][CH2:23][CH2:22][CH2:21]1.Cl.CN(C)CCCN=C=NCC.ON1C2C=CC=CC=2N=N1. Product: [CH3:18][C:14]([C:11]1[CH:10]=[CH:9][C:8]([S:5](/[CH:4]=[CH:3]/[C:1]#[N:2])(=[O:6])=[O:7])=[CH:13][CH:12]=1)([CH3:19])[C:15](=[O:17])[N:20]1[CH2:25][CH2:24][CH2:23][CH2:22][CH2:21]1. The catalyst class is: 2. (4) Reactant: [H-].[Na+].[I-].[CH3:4][S+](C)C.[I-].[OH:9][C:10]1[C:11]([CH2:16][N+](C)(C)C)=[N:12][CH:13]=[CH:14][CH:15]=1. Product: [O:9]1[C:10]2[C:11](=[N:12][CH:13]=[CH:14][CH:15]=2)[CH2:16][CH2:4]1. The catalyst class is: 58. (5) Reactant: [F:1][C:2]([F:27])([C:20]1[CH:25]=[N:24][C:23]([CH3:26])=[CH:22][N:21]=1)[CH2:3][N:4]1[CH2:9][CH2:8][CH:7]([NH:10][C:11]2[C:12]3[CH:19]=[CH:18][NH:17][C:13]=3[N:14]=[CH:15][N:16]=2)[CH2:6][CH2:5]1.[ClH:28].CO. Product: [ClH:28].[F:27][C:2]([F:1])([C:20]1[CH:25]=[N:24][C:23]([CH3:26])=[CH:22][N:21]=1)[CH2:3][N:4]1[CH2:9][CH2:8][CH:7]([NH:10][C:11]2[C:12]3[CH:19]=[CH:18][NH:17][C:13]=3[N:14]=[CH:15][N:16]=2)[CH2:6][CH2:5]1. The catalyst class is: 5. (6) Reactant: Cl[C:2]1[NH:7][C:6]2[CH:8]=[C:9]([Cl:11])[S:10][C:5]=2[S:4](=[O:13])(=[O:12])[N:3]=1.[C:14]([NH2:23])([C:17]1[CH:22]=[CH:21][CH:20]=[CH:19][CH:18]=1)([CH3:16])[CH3:15]. Product: [Cl:11][C:9]1[S:10][C:5]2[S:4](=[O:13])(=[O:12])[N:3]=[C:2]([NH:23][C:14]([CH3:16])([C:17]3[CH:22]=[CH:21][CH:20]=[CH:19][CH:18]=3)[CH3:15])[NH:7][C:6]=2[CH:8]=1. The catalyst class is: 8. (7) Reactant: Cl.[CH:2]([N:5]1[C:20]2[C:15](=[CH:16][CH:17]=[CH:18][CH:19]=2)[C:7]([CH2:8][C@@H:9]([C:11]([O:13][CH3:14])=[O:12])[NH2:10])=[CH:6]1)([CH3:4])[CH3:3].C(N(CC)CC)C.[F:28][C:29]1[CH:39]=[CH:38][CH:37]=[CH:36][C:30]=1[CH:31]=[CH:32][C:33](O)=[O:34].CCN=C=NCCCN(C)C.Cl. Product: [F:28][C:29]1[CH:39]=[CH:38][CH:37]=[CH:36][C:30]=1[CH:31]=[CH:32][C:33]([NH:10][C@H:9]([C:11]([O:13][CH3:14])=[O:12])[CH2:8][C:7]1[C:15]2[C:20](=[CH:19][CH:18]=[CH:17][CH:16]=2)[N:5]([CH:2]([CH3:4])[CH3:3])[CH:6]=1)=[O:34]. The catalyst class is: 2. (8) Reactant: [Cl:1][C:2]1[CH:3]=[C:4]([NH:8][C:9]2[N:14]=[CH:13][N:12]=[C:11]([C:15]3[CH:20]=[CH:19][N:18]=[C:17]([C:21](=[N:23][OH:24])[NH2:22])[CH:16]=3)[N:10]=2)[CH:5]=[CH:6][CH:7]=1.[CH3:25][O:26][CH2:27][C:28](Cl)=[O:29].C(=O)(O)[O-].[Na+]. Product: [Cl:1][C:2]1[CH:3]=[C:4]([NH:8][C:9]2[N:14]=[CH:13][N:12]=[C:11]([C:15]3[CH:20]=[CH:19][N:18]=[C:17]([C:21](=[N:23][O:24][C:28](=[O:29])[CH2:27][O:26][CH3:25])[NH2:22])[CH:16]=3)[N:10]=2)[CH:5]=[CH:6][CH:7]=1. The catalyst class is: 21. (9) Reactant: Cl[CH2:2][C:3]([C:5]1[CH:6]=[C:7]2[C:12](=[CH:13][CH:14]=1)[NH:11][C:10](=[O:15])[CH2:9][CH2:8]2)=[O:4].[S:16]1[CH:20]=[CH:19][CH:18]=[C:17]1[CH:21]1[CH2:26][CH2:25][NH:24][CH2:23][CH2:22]1.C(N(CC)CC)C.O. Product: [S:16]1[CH:20]=[CH:19][CH:18]=[C:17]1[CH:21]1[CH2:26][CH2:25][N:24]([CH2:2][C:3]([C:5]2[CH:6]=[C:7]3[C:12](=[CH:13][CH:14]=2)[NH:11][C:10](=[O:15])[CH2:9][CH2:8]3)=[O:4])[CH2:23][CH2:22]1. The catalyst class is: 3.